Predict which catalyst facilitates the given reaction. From a dataset of Catalyst prediction with 721,799 reactions and 888 catalyst types from USPTO. (1) Reactant: [C:1]([O:5][C:6]([N:8]1[C:11]2([CH2:15][CH2:14][NH:13][CH2:12]2)[CH:10]([CH3:16])[CH2:9]1)=[O:7])([CH3:4])([CH3:3])[CH3:2].Cl[C:18]1[C:19]2[CH:26]=[CH:25][NH:24][C:20]=2[N:21]=[CH:22][N:23]=1.C(=O)([O-])[O-].[K+].[K+]. Product: [C:1]([O:5][C:6]([N:8]1[C:11]2([CH2:15][CH2:14][N:13]([C:18]3[C:19]4[CH:26]=[CH:25][NH:24][C:20]=4[N:21]=[CH:22][N:23]=3)[CH2:12]2)[CH:10]([CH3:16])[CH2:9]1)=[O:7])([CH3:4])([CH3:2])[CH3:3]. The catalyst class is: 6. (2) Reactant: C(N(CC)CC)C.O.[NH2:9][CH2:10][CH2:11][CH2:12][CH2:13][C:14]([OH:16])=[O:15].[CH3:17][C:18]([O:21][C:22]([O:24]N=C(C1C=CC=CC=1)C#N)=O)([CH3:20])[CH3:19]. Product: [C:22]([CH:13]([CH2:12][CH2:11][CH2:10][NH2:9])[C:14]([OH:16])=[O:15])([O:21][C:18]([CH3:17])([CH3:19])[CH3:20])=[O:24]. The catalyst class is: 12. (3) Reactant: [C:1]([C:5]1[CH:10]=[CH:9][C:8]([NH:11][C:12](=[O:22])[C:13]2[CH:18]=[CH:17][C:16]([C:19](=[O:21])[CH3:20])=[CH:15][CH:14]=2)=[CH:7][CH:6]=1)([CH3:4])([CH3:3])[CH3:2].[CH2:23](O)[CH2:24][CH2:25][OH:26].C1(C)C=CC(S(O)(=O)=O)=CC=1.C1(C)C=CC=CC=1. Product: [C:1]([C:5]1[CH:10]=[CH:9][C:8]([NH:11][C:12](=[O:22])[C:13]2[CH:14]=[CH:15][C:16]([C:19]3([CH3:20])[O:26][CH2:25][CH2:24][CH2:23][O:21]3)=[CH:17][CH:18]=2)=[CH:7][CH:6]=1)([CH3:4])([CH3:2])[CH3:3]. The catalyst class is: 6. (4) Reactant: [Cl:1][C:2]1[CH:7]=[C:6](I)[C:5]([Cl:9])=[CH:4][N:3]=1.[NH2:10][C:11]1[CH:19]=[CH:18][CH:17]=[CH:16][C:12]=1[C:13]([OH:15])=[O:14].C1(P(C2C=CC=CC=2)C2C=CC=CC=2OC2C=CC=CC=2P(C2C=CC=CC=2)C2C=CC=CC=2)C=CC=CC=1.[O-]P([O-])([O-])=O.[K+].[K+].[K+]. Product: [Cl:1][C:2]1[CH:7]=[C:6]([NH:10][C:11]2[CH:19]=[CH:18][CH:17]=[CH:16][C:12]=2[C:13]([OH:15])=[O:14])[C:5]([Cl:9])=[CH:4][N:3]=1. The catalyst class is: 167. (5) Reactant: C[O:2][C:3]1[CH:4]=[C:5]([CH:21]=[CH:22][C:23]=1[CH3:24])[CH2:6][NH:7][C:8]1[CH:9]=[C:10]([C:14]2[CH:15]=[C:16]([OH:20])[CH:17]=[CH:18][CH:19]=2)[CH:11]=[N:12][CH:13]=1. Product: [OH:20][C:16]1[CH:15]=[C:14]([C:10]2[CH:9]=[C:8]([NH:7][CH2:6][C:5]3[CH:21]=[CH:22][C:23]([CH3:24])=[C:3]([OH:2])[CH:4]=3)[CH:13]=[N:12][CH:11]=2)[CH:19]=[CH:18][CH:17]=1. The catalyst class is: 2. (6) Reactant: [NH2:1][C:2]1[N:6]([CH3:7])[N:5]=[C:4]([CH3:8])[CH:3]=1.[C:9](OC(=O)C)(=[O:11])[CH3:10].O.C(=O)(O)[O-].[Na+]. Product: [C:9]([NH:1][C:2]1[N:6]([CH3:7])[N:5]=[C:4]([CH3:8])[CH:3]=1)(=[O:11])[CH3:10]. The catalyst class is: 15.